This data is from Catalyst prediction with 721,799 reactions and 888 catalyst types from USPTO. The task is: Predict which catalyst facilitates the given reaction. (1) Reactant: Cl.[OH:2][C:3]1([C:15]2[N:16]=[CH:17][N:18](C(C3C=CC=CC=3)(C3C=CC=CC=3)C3C=CC=CC=3)[CH:19]=2)[CH2:12][CH2:11][CH2:10][C:9]2[CH:8]=[C:7]([C:13]#[N:14])[CH:6]=[CH:5][C:4]1=2. Product: [OH:2][C:3]1([C:15]2[NH:16][CH:17]=[N:18][CH:19]=2)[CH2:12][CH2:11][CH2:10][C:9]2[CH:8]=[C:7]([C:13]#[N:14])[CH:6]=[CH:5][C:4]1=2. The catalyst class is: 7. (2) Reactant: C[Si]([CH:5]=[N+:6]=[N-:7])(C)C.C([Li])CCC.[O:13]=[C:14]1[N:18]([C:19]([O:21][C:22]([CH3:25])([CH3:24])[CH3:23])=[O:20])[C@H:17]([C:26]([O:28][CH2:29][CH3:30])=[O:27])[CH2:16][CH2:15]1. Product: [C:22]([O:21][C:19]([NH:18][C@@H:17]([CH2:16][CH2:15][C:14](=[O:13])[CH:5]=[N+:6]=[N-:7])[C:26]([O:28][CH2:29][CH3:30])=[O:27])=[O:20])([CH3:23])([CH3:25])[CH3:24]. The catalyst class is: 323.